From a dataset of Forward reaction prediction with 1.9M reactions from USPTO patents (1976-2016). Predict the product of the given reaction. (1) Given the reactants C([O:8][C:9]1[CH:18]=[C:17]2[C:12]([C:13]([O:19][C:20]3[CH:25]=[CH:24][C:23]([NH:26][C:27]([NH:29][C:30]4[CH:35]=[CH:34][C:33]([F:36])=[CH:32][C:31]=4[F:37])=[O:28])=[C:22]([Cl:38])[CH:21]=3)=[CH:14][CH:15]=[N:16]2)=[CH:11][C:10]=1[O:39][CH3:40])C1C=CC=CC=1.[H][H].C(OCC)(=O)C, predict the reaction product. The product is: [Cl:38][C:22]1[CH:21]=[C:20]([O:19][C:13]2[C:12]3[C:17](=[CH:18][C:9]([OH:8])=[C:10]([O:39][CH3:40])[CH:11]=3)[N:16]=[CH:15][CH:14]=2)[CH:25]=[CH:24][C:23]=1[NH:26][C:27]([NH:29][C:30]1[CH:35]=[CH:34][C:33]([F:36])=[CH:32][C:31]=1[F:37])=[O:28]. (2) Given the reactants [CH3:1][C:2]1[O:6][N:5]=[C:4]([C:7]2[CH:12]=[CH:11][CH:10]=[CH:9][CH:8]=2)[C:3]=1[C:13]([NH:15][NH2:16])=[O:14].[CH3:17][O:18][C:19]1[CH:27]=[C:26]([C:28]([F:31])([F:30])[F:29])[CH:25]=[CH:24][C:20]=1[C:21](O)=O, predict the reaction product. The product is: [CH3:17][O:18][C:19]1[CH:27]=[C:26]([C:28]([F:29])([F:30])[F:31])[CH:25]=[CH:24][C:20]=1[C:21]1[O:14][C:13]([C:3]2[C:4]([C:7]3[CH:12]=[CH:11][CH:10]=[CH:9][CH:8]=3)=[N:5][O:6][C:2]=2[CH3:1])=[N:15][N:16]=1. (3) Given the reactants [CH3:1][C:2]1[CH:10]=[CH:9][C:5]([C:6]([OH:8])=O)=[CH:4][N:3]=1.[CH:11]1([CH2:14][N:15]2[C:23]3[N:22]=[C:21]([CH2:24][C:25]4[CH:30]=[CH:29][C:28]([NH:31][CH3:32])=[CH:27][CH:26]=4)[NH:20][C:19]=3[C:18](=[O:33])[N:17]([CH2:34][C:35]3[CH:40]=[CH:39][CH:38]=[CH:37][C:36]=3[F:41])[C:16]2=[O:42])[CH2:13][CH2:12]1.C(N(CC)CC)C, predict the reaction product. The product is: [CH:11]1([CH2:14][N:15]2[C:23]3[N:22]=[C:21]([CH2:24][C:25]4[CH:26]=[CH:27][C:28]([N:31]([CH3:32])[C:6](=[O:8])[C:5]5[CH:9]=[CH:10][C:2]([CH3:1])=[N:3][CH:4]=5)=[CH:29][CH:30]=4)[NH:20][C:19]=3[C:18](=[O:33])[N:17]([CH2:34][C:35]3[CH:40]=[CH:39][CH:38]=[CH:37][C:36]=3[F:41])[C:16]2=[O:42])[CH2:13][CH2:12]1.